Regression. Given a peptide amino acid sequence and an MHC pseudo amino acid sequence, predict their binding affinity value. This is MHC class II binding data. From a dataset of Peptide-MHC class II binding affinity with 134,281 pairs from IEDB. (1) The peptide sequence is EGTKVTFHVEKGSNP. The MHC is HLA-DQA10201-DQB10202 with pseudo-sequence HLA-DQA10201-DQB10202. The binding affinity (normalized) is 0. (2) The MHC is DRB5_0101 with pseudo-sequence DRB5_0101. The binding affinity (normalized) is 0.516. The peptide sequence is NNLMMIEQYPYVVIM. (3) The peptide sequence is KKPTGKVTLEADVILPI. The MHC is HLA-DQA10303-DQB10402 with pseudo-sequence HLA-DQA10303-DQB10402. The binding affinity (normalized) is 0.309. (4) The binding affinity (normalized) is 0.705. The MHC is DRB1_0101 with pseudo-sequence DRB1_0101. The peptide sequence is EKKYFAATQFEPLIA. (5) The peptide sequence is EDPEDSALLEDP. The MHC is DRB1_0401 with pseudo-sequence DRB1_0401. The binding affinity (normalized) is 0. (6) The peptide sequence is MVGTILEMLGHRLDD. The MHC is DRB1_1201 with pseudo-sequence DRB1_1201. The binding affinity (normalized) is 0.635.